From a dataset of Human Reference Interactome with 51,813 positive PPI pairs across 8,248 proteins, plus equal number of experimentally-validated negative pairs. Binary Classification. Given two protein amino acid sequences, predict whether they physically interact or not. (1) Protein 1 (ENSG00000139318) has sequence MIDTLRPVPFASEMAISKTVAWLNEQLELGNERLLLMDCRPQELYESSHIESAINVAIPGIMLRRLQKGNLPVRALFTRGEDRDRFTRRCGTDTVVLYDESSSDWNENTGGESVLGLLLKKLKDEGCRAFYLEGGFSKFQAEFSLHCETNLDGSCSSSSPPLPVLGLGGLRISSDSSSDIESDLDRDPNSATDSDGSPLSNSQPSFPVEILPFLYLGCAKDSTNLDVLEEFGIKYILNVTPNLPNLFENAGEFKYKQIPISDHWSQNLSQFFPEAISFIDEARGKNCGVLVHCLAGISRS.... Protein 2 (ENSG00000256087) has sequence MINAQELLTLEDVTVEFTWEEWQLLGPFQKDLYRDVMLEIYSNLLSMGYQVSKPDALSKLERGEEPWTMEDERHSRICPENNEVDDHLQDHLENQRMLKSVEQYHEHNAFGNTASQTKSLCLFRENHDTFELYIKTLKSNLSLVNQNKSCEINNSTKFSGDGKSFLHGNYEELYSAAKFSVSTKANSTKSQVSKHQRTHEIEKNHVCSECGKAFVKKSQLTDHERVHTGEKPYGCTLCAKVFSRKSRLNEHQRIHKREKSFICSECGKVFTMKSRLIEHQRTHTGEKPYICNECGKGFPG.... Result: 0 (the proteins do not interact). (2) Protein 1 (ENSG00000168497) has sequence MGEDAAQAEKFQHPGSDMRQEKPSSPSPMPSSTPSPSLNLGNTEEAIRDNSQVNAVTVLTLLDKLVNMLDAVQENQHKMEQRQISLEGSVKGIQNDLTKLSKYQASTSNTVSKLLEKSRKVSAHTRAVKERMDRQCAQVKRLENNHAQLLRRNHFKVLIFQEENEIPASVFVKQPVSGAVEGKEELPDENKSLEETLHTVDLSSDDDLPHDEEALEDSAEEKVEESRAEKIKRSSLKKVDSLKKAFSRQNIEKKMNKLGTKIVSVERREKIKKSLTSNHQKISSGKSSPFKVSPLTFGRK.... Protein 2 (ENSG00000185338) has sequence MVAHNQVAADNAVSTAAEPRRRPEPSSSSSSSPAAPARPRPCPAVPAPAPGDTHFRTFRSHADYRRITRASALLDACGFYWGPLSVHGAHERLRAEPVGTFLVRDSRQRNCFFALSVKMASGPTSIRVHFQAGRFHLDGSRESFDCLFELLEHYVAAPRRMLGAPLRQRRVRPLQELCRQRIVATVGRENLARIPLNPVLRDYLSSFPFQI*. Result: 0 (the proteins do not interact). (3) Protein 1 (ENSG00000156127) has sequence MPHSSDSSDSSFSRSPPPGKQDSSDDVRRVQRREKNRIAAQKSRQRQTQKADTLHLESEDLEKQNAALRKEIKQLTEELKYFTSVLNSHEPLCSVLAASTPSPPEVVYSAHAFHQPHVSSPRFQP*MPHSSDSSDSSFSRSPPPGKQDSSDDVRRVQRREKNRIAAQKSRQRQTQKSIKKDAQVPWHRARRAGNGYFSK*. Protein 2 (ENSG00000168216) has sequence MKNQNGTFKDWANANVSRQIEDTVLYGYYTLYSVILFCVFFWIPFVYFYYEEKDDDDTSKCTQIKTALKYTLGFVVICALLLLVGAFVPLNVPNNKNSTEWEKVKSLFEELGSSHGLAALSFSISSLTLIGMLAAITYTAYGMSALPLNLIKGTRSAAYERLENTEDIEEVEQHIQTIKSKSKDGRPLPARDKRALKQFEERLRTLKKRERHLEFIENSWWTKFCGALRPLKIVWGIFFILVALLFVISLFLSNLDKALHSAGIDSGFIIFGANLSNPLNMLLPLLQTVFPLDYILITII.... Result: 0 (the proteins do not interact). (4) Protein 1 (ENSG00000164438) has sequence MEAPASAQTPHPHEPISFGIDQILNSPDQDSAPAPRGPDGASYLGGPPGGRPGATYPSLPASFAGLGAPFEDAGSYSVNLSLAPAGVIRVPAHRPLPGAVPPPLPSALPAMPSVPTVSSLGGLNFPWMESSRRFVKDRFTAAAALTPFTVTRRIGHPYQNRTPPKRKKPRTSFSRVQICELEKRFHRQKYLASAERAALAKSLKMTDAQVKTWFQNRRTKWRRQTAEEREAERQQASRLMLQLQHDAFQKSLNDSIQPDPLCLHNSSLFALQNLQPWEEDSSKVPAVTSLV*. Protein 2 (ENSG00000169071) has sequence MARGSALPRRPLLCIPAVWAAAALLLSVSRTSGEVEVLDPNDPLGPLDGQDGPIPTLKGYFLNFLEPVNNITIVQGQTAILHCKVAGNPPPNVRWLKNDAPVVQEPRRIIIRKTEYGSRLRIQDLDTTDTGYYQCVATNGMKTITATGVLFVRLGPTHSPNHNFQDDYHEDGFCQPYRGIACARFIGNRTIYVDSLQMQGEIENRITAAFTMIGTSTHLSDQCSQFAIPSFCHFVFPLCDARSRTPKPRELCRDECEVLESDLCRQEYTIARSNPLILMRLQLPKCEALPMPESPDAANC.... Result: 1 (the proteins interact). (5) Protein 1 (ENSG00000068354) has sequence MATASGASDLSGSGAPPPGVGAQAAAAAEEEEREVVRVRVKKCESFLPPEFRSFAVDPQITSLDVLQHILIRAFDLSGKKNFGISYLGRDRLGQEVYLSLLSDWDLSTAFATASKPYLQLRVDIRPSEDSPLLEDWDIISPKDVIGSDVLLAEKRSSLTTAALPFTQSILTQVGRTLSKVQQVLSWSYGEDVKPFKPPLSDAEFHTYLNHEGQLSRPEELRLRIYHGGVEPSLRKVVWRYLLNVYPDGLTGRERMDYMKRKSREYEQLKSEWAQRANPEDLEFIRSTVLKDVLRTDRAHP.... Protein 2 (ENSG00000174151) has sequence MQPLEVGLVPAPAGEPRLTRWLRRGSGILAHLVALGFTIFLTALSRPGTKTGPLMEDRSEGGRARWVMPEIPALWEADAGGSLEVFSPGTLYSWPWRSASAWLKPSYSSHLNTPCSSSAPEKHGSGSTGQGRP*MQPLEVGLVPAPAGEPRLTRWLRRGSGILAHLVALGFTIFLTALSRPGTKTGPLMEDRSEGGRARWVMPEIPALWEADAGGSLEFCLCMAEAILLFSPEHSLFFFCSRKARIRLHWAGQTLAILCAALGLGFIISSRTRSELPHLVSWHSWVGALTLLATAVQALC.... Result: 0 (the proteins do not interact). (6) Protein 1 (ENSG00000101298) has sequence MPGSGPSERMTWPGPALSAGPPTRPLSSAPGIPPIPPLTRTHSLMAMSLPGSRRTSAGSRRRTSPPVSVRDAYGTSSLSSSSNSGSYKGSDSSPTPRRSMKYTLCSDNHGIKPPTPEQYLTPLQQKEVCIRHLKARLKDTQDRLQDRDTEIDDLKTQLSRMQEDWIEEECHRVEAQLALKEARKEIKQLKQVIDTVKNNLIDKDKGLQKYFVDINIQNKKLETLLHSMEVAQNGMAKEDGTGESAGGSPARSLTRSSTYTKLSDPAVCGDRQPGDPSSGSAEDGADSGFAAADDTLSRTD.... Protein 2 (ENSG00000143256) has sequence MAENSGRAGKSSGSGAGKGAVSAEQVIAGFNRLRQEQRGLASKAAELEMELNEHSLVIDTLKEVDETRKCYRMVGGVLVERTVKEVLPALENNKEQIQKIIETLTQQLQAKGKELNEFREKHNIRLMGEDEKPAAKENSEGAGAKASSAGVLVS*. Result: 0 (the proteins do not interact). (7) Protein 1 (ENSG00000149929) has sequence MAREKEMQEFTRSFFRGRPDLSTLTHSIVRRRYLAHSGRSHLEPEEKQALKRLVEEELLKMQVDEAASREDKLDLTKKGKRPPTPCSDPERKRFRFNSESESGSEASSPDYFGPPAKNGVAAEVSPAKEENPRRASKAVEESSDEERQRDLPAQRGEESSEEEEKGYKGKTRKKPVVKKQAPGKASVSRKQAREESEESEAEPVQRTAKKVEGNKGTKSLKESEQESEEEILAQKKEQREEEVEEEEKEEDEEKGDWKPRTRSNGRRKSAREERSCKQKSQAKRLLGDSDSEEEQKEAAS.... Protein 2 (ENSG00000138942) has sequence MASKGPSASASPENSSAGGPSGSSNGAGESGGQDSTFECNICLDTAKDAVISLCGHLFCWPCLHQGFQGFGFGDGGFQMSFGIGAFPFGIFATAFNINDGRPPPAVPGTPQYVDEQFLSRLFLFVALVIMFWLLIA*MASKGPSASASPENSSAGGPSGSSNGAGESGGQDSTFECNICLDTAKDAVISLCGHLFCWPCLHQWLETRPNRQVCPVCKAGISRDKVIPLYGRGSTGQQDPREKTPPRPQGQRPEPENRGGFQGFGFGDGGFQMSFGIGAFPFGIFATAFNINDGRPPPAVP.... Result: 0 (the proteins do not interact). (8) Protein 1 (ENSG00000255561) has sequence MAPRRLLLVGEGNFSFAAALSETLDQSTQLTATCLQRPAELARDPLAWENLQCLRERGIDVRFGVDCTQLADVFELHEREFDQIYFIFPHCGRKAGVAKNRELLAKFFQSCADVLAEEGEVHVALCRGQGGTPADKPQREWHNSWQVVAMAALGGLILSDVYPFSCKAVAGYKCTGYRSQDKSFHVEGALNHIFTRSLPFEGSQPRIFRIKLGNQWFSFPEPEALVGKLNRGFLEAPSCHPIKTINEKLIAELGKVFPLKRLKCSYPLLPQEGTSVLPFWNCDFLSAAFWISLHEDNSNS.... Protein 2 (ENSG00000167578) has sequence MAETYDFLFKFLVIGSAGTGKSCLLHQFIENKFKQDSNHTIGVEFGSRVVNVGGKTVKLQIWDTAGQERFRSVTRSYYRGAAGALLVYDITSRETYNSLAAWLTDARTLASPNIVVILCGNKKDLDPEREVTFLEASRFAQENELMFLETSALTGENVEEAFLKCARTILNKIDSGELDPERMGSGIQYGDASLRQLRQPRSAQAVAPQPCGC*MAETYDFLFKFLVIGSAGTGKSCLLHQFIENKFKQDSNHTIGVEFGSRVVNVGGKTVKLQIWDTAGQERFRSVTRSYYRGAAGALL.... Result: 0 (the proteins do not interact). (9) Protein 1 (ENSG00000167850) has sequence MTARAWASWRSSALLLLLVPGYFPLSHPMTVAGPVGGSLSVQCRYEKEHRTLNKFWCRPPQILRCDKIVETKGSAGKRNGRVSIRDSPANLSFTVTLENLTEEDAGTYWCGVDTPWLRDFHDPIVEVEVSVFPAGTTTASSPQSSMGTSGPPTKLPVHTWPSVTRKDSPEPSPHPGSLFSNVRFLLLVLLELPLLLSMLGAVLWVNRPQRSSRSRQNWPKGENQ*. Protein 2 (ENSG00000112237) has sequence MAGNFWQSSHYLQWILDKQDLLKERQKDLKFLSEEEYWKLQIFFTNVIQALGEHLKLRQQVIATATVYFKRFYARYSLKSIDPVLMAPTCVFLASKVEEFGVVSNTRLIAAATSVLKTRFSYAFPKEFPYRMNHILECEFYLLELMDCCLIVYHPYRPLLQYVQDMGQEDMLLPLAWRIVNDTYRTDLCLLYPPFMIALVID*MAGNFWQSSHYLQWILDKQDLLKERQKDLKFLSEEEYWKLQIFFTNVIQALGEHLKLRQQVIATATVYFKRFYARYSLKSIDPVLMAPTCVFLASKV.... Result: 0 (the proteins do not interact). (10) Protein 1 (ENSG00000135930) has sequence MNNKFDALKDDDSGDHDQNEENSTQKDGEKEKTERDKNQSSSKRKAVVPGPAEHPLQYNYTFWYSRRTPGRPTSSQSYEQNIKQIGTFASVEQFWRFYSHMVRPGDLTGHSDFHLFKEGIKPMWEDDANKNGGKWIIRLRKGLASRCWENLILAMLGEQFMVGEEICGAVVSVRFQEDIISIWNKTASDQATTARIRDTLRRVLNLPPNTIMEYKTHTDSIKMPGRLGPQRLLFQNLWKPRLNVP*MNNKFDALKDDDSGDHDQNEENSTQKDGEKEKTERDKNQSSSKRKVEQFWRFYS.... Protein 2 (ENSG00000196924) has sequence MPATEKDLAEDAPWKKIQQNTFTRWCNEHLKCVSKRIANLQTDLSDGLRLIALLEVLSQKKMHRKHNQRPTFRQMQLENVSVALEFLDRESIKLVSIDSKAIVDGNLKLILGLIWTLILHYSISMPMWDEEEDEEAKKQTPKQRLLGWIQNKLPQLPITNFSRDWQSGRALGALVDSCAPGLCPDWDSWDASKPVTNAREAMQQADDWLGIPQVITPEEIVDPNVDEHSVMTYLSQFPKAKLKPGAPLRPKLNPKKARAYGPGIEPTGNMVKKRAEFTVETRSAGQGEVLVYVEDPAGHQ.... Result: 0 (the proteins do not interact).